From a dataset of Forward reaction prediction with 1.9M reactions from USPTO patents (1976-2016). Predict the product of the given reaction. (1) Given the reactants [NH:1]1[C:9]2[CH:8]=[CH:7][N:6]=[CH:5][C:4]=2[CH:3]=[CH:2]1.[Cl:10]N1C(=O)CCC1=O, predict the reaction product. The product is: [Cl:10][C:3]1[C:4]2[CH:5]=[N:6][CH:7]=[CH:8][C:9]=2[NH:1][CH:2]=1. (2) Given the reactants [NH2:18][C:17]1[CH:19]=[C:20]([Cl:28])[C:21]([O:23][C:24]([F:27])([F:25])[F:26])=[CH:22][C:16]=1[S:15][S:15][C:16]1[CH:22]=[C:21]([O:23][C:24]([F:27])([F:26])[F:25])[C:20]([Cl:28])=[CH:19][C:17]=1[NH2:18].[NH:29]1[C:34]2([CH2:39][CH2:38][O:37][CH2:36][CH2:35]2)[CH2:33][C:32](=O)[CH2:31][C:30]1=[O:41], predict the reaction product. The product is: [Cl:28][C:20]1[C:21]([O:23][C:24]([F:25])([F:26])[F:27])=[CH:22][C:16]2[S:15][C:31]3[C:30](=[O:41])[NH:29][C:34]4([CH2:35][CH2:36][O:37][CH2:38][CH2:39]4)[CH2:33][C:32]=3[NH:18][C:17]=2[CH:19]=1. (3) Given the reactants [F:1][C:2]1[C:8]([CH3:9])=[CH:7][CH:6]=[C:5]([F:10])[C:3]=1[NH2:4].S(Cl)([Cl:14])(=O)=O, predict the reaction product. The product is: [Cl:14][C:7]1[CH:6]=[C:5]([F:10])[C:3]([NH2:4])=[C:2]([F:1])[C:8]=1[CH3:9]. (4) Given the reactants Br[C:2]1[C:10]2[C:9]([NH:11][C@H:12]([C:14]3[N:19]([C:20]4[CH:25]=[CH:24][CH:23]=[CH:22][CH:21]=4)[C:18](=[O:26])[C:17]4=[C:27]([CH3:30])[CH:28]=[CH:29][N:16]4[N:15]=3)[CH3:13])=[N:8][CH:7]=[N:6][C:5]=2[N:4]([CH2:31][O:32][CH2:33][CH2:34][Si:35]([CH3:38])([CH3:37])[CH3:36])[CH:3]=1.[CH3:39][S:40]([O:43][C:44]1[CH:49]=[C:48](B2OC(C)(C)C(C)(C)O2)[CH:47]=[C:46]([NH:59][S:60]([CH3:63])(=[O:62])=[O:61])[CH:45]=1)(=[O:42])=[O:41].CS(Cl)(=O)=O.C(=O)([O-])[O-].[Cs+].[Cs+], predict the reaction product. The product is: [CH3:39][S:40]([O:43][C:44]1[CH:45]=[C:46]([NH:59][S:60]([CH3:63])(=[O:62])=[O:61])[CH:47]=[C:48]([C:2]2[C:10]3[C:9]([NH:11][C@H:12]([C:14]4[N:19]([C:20]5[CH:25]=[CH:24][CH:23]=[CH:22][CH:21]=5)[C:18](=[O:26])[C:17]5=[C:27]([CH3:30])[CH:28]=[CH:29][N:16]5[N:15]=4)[CH3:13])=[N:8][CH:7]=[N:6][C:5]=3[N:4]([CH2:31][O:32][CH2:33][CH2:34][Si:35]([CH3:38])([CH3:37])[CH3:36])[CH:3]=2)[CH:49]=1)(=[O:41])=[O:42]. (5) Given the reactants C1(C)C=CC=CC=1.[CH2:8]([N:10]1[C:14](=O)[C:13](=[CH:16][C:17]2[O:18][C:19]([C:22]3[CH:27]=[CH:26][CH:25]=[CH:24][CH:23]=3)=[CH:20][CH:21]=2)[O:12][C:11]1=[S:28])[CH3:9].COC1C=CC(P2(SP(C3C=CC(OC)=CC=3)(=S)S2)=[S:38])=CC=1, predict the reaction product. The product is: [CH2:8]([N:10]1[C:14](=[S:38])[C:13](=[CH:16][C:17]2[O:18][C:19]([C:22]3[CH:27]=[CH:26][CH:25]=[CH:24][CH:23]=3)=[CH:20][CH:21]=2)[O:12][C:11]1=[S:28])[CH3:9]. (6) Given the reactants C([O:3][C:4](=[O:26])[C:5]1[CH:10]=[CH:9][C:8]([N:11]2[C:19]3[C:14](=[N:15][CH:16]=[CH:17][CH:18]=3)[C:13]([C:20]#[N:21])=[CH:12]2)=[CH:7][C:6]=1[O:22]COC)C.O.[OH-].[Li+].Cl, predict the reaction product. The product is: [C:20]([C:13]1[C:14]2=[N:15][CH:16]=[CH:17][CH:18]=[C:19]2[N:11]([C:8]2[CH:9]=[CH:10][C:5]([C:4]([OH:26])=[O:3])=[C:6]([OH:22])[CH:7]=2)[CH:12]=1)#[N:21]. (7) Given the reactants [NH2:1][C:2]1[N:6]([CH3:7])[NH:5][C:4](=[O:8])[CH:3]=1.[I:9][C:10]1[CH:11]=[C:12]([CH:15]=[CH:16][C:17]=1[F:18])[CH:13]=O.[CH3:19][C:20]1([CH3:28])[CH2:25][CH2:24][C:23](=O)[CH2:22][C:21]1=[O:27], predict the reaction product. The product is: [F:18][C:17]1[CH:16]=[CH:15][C:12]([CH:13]2[C:22]3[C:21](=[O:27])[C:20]([CH3:28])([CH3:19])[CH2:25][CH2:24][C:23]=3[NH:1][C:2]3[N:6]([CH3:7])[NH:5][C:4](=[O:8])[C:3]2=3)=[CH:11][C:10]=1[I:9]. (8) Given the reactants [C:1]([C:4]1[C:9]([N+:10]([O-:12])=[O:11])=[CH:8][CH:7]=[C:6]([Cl:13])[C:5]=1[S:14]([NH2:17])(=[O:16])=[O:15])(=[O:3])[CH3:2].C(=O)([O-])[O-].[K+].[K+].[CH2:24](Br)[C:25]1[CH:30]=[CH:29][CH:28]=[CH:27][CH:26]=1.Cl, predict the reaction product. The product is: [CH2:24]([NH:17][S:14]([C:5]1[C:6]([Cl:13])=[CH:7][CH:8]=[C:9]([N+:10]([O-:12])=[O:11])[C:4]=1[C:1](=[O:3])[CH3:2])(=[O:15])=[O:16])[C:25]1[CH:30]=[CH:29][CH:28]=[CH:27][CH:26]=1.